Regression. Given a peptide amino acid sequence and an MHC pseudo amino acid sequence, predict their binding affinity value. This is MHC class II binding data. From a dataset of Peptide-MHC class II binding affinity with 134,281 pairs from IEDB. (1) The peptide sequence is TKFLTNKLLLFADIN. The MHC is DRB1_0401 with pseudo-sequence DRB1_0401. The binding affinity (normalized) is 0.423. (2) The peptide sequence is DYHWLRTVRTTKESL. The MHC is DRB4_0101 with pseudo-sequence DRB4_0103. The binding affinity (normalized) is 0.176. (3) The peptide sequence is GVDYTITVYAVTYYK. The MHC is HLA-DPA10201-DPB10101 with pseudo-sequence HLA-DPA10201-DPB10101. The binding affinity (normalized) is 0.745. (4) The peptide sequence is GVLYVGSKTKEGVVH. The MHC is DRB1_0701 with pseudo-sequence DRB1_0701. The binding affinity (normalized) is 0.183. (5) The peptide sequence is LTVQFLILGMLLMTG. The binding affinity (normalized) is 0.0269. The MHC is H-2-IAd with pseudo-sequence H-2-IAd.